Dataset: Full USPTO retrosynthesis dataset with 1.9M reactions from patents (1976-2016). Task: Predict the reactants needed to synthesize the given product. Given the product [C:27]([C:24]1[N:23]=[C:22]([NH:31][CH2:32][CH2:33][CH2:34][O:35][CH3:36])[C:21]([C:19]([N:14]([CH2:15][CH:16]([CH3:18])[CH3:17])[C@H:12]2[CH2:11][C@@H:10]([C:37]([N:40]3[CH2:45][CH2:44][O:43][CH2:42][CH2:41]3)=[O:38])[CH2:9][N:8]([C:6]([O:5][C:1]([CH3:3])([CH3:2])[CH3:4])=[O:7])[CH2:13]2)=[O:20])=[CH:26][N:25]=1)([CH3:30])([CH3:29])[CH3:28], predict the reactants needed to synthesize it. The reactants are: [C:1]([O:5][C:6]([N:8]1[CH2:13][C@@H:12]([N:14]([C:19]([C:21]2[C:22]([NH:31][CH2:32][CH2:33][CH2:34][O:35][CH3:36])=[N:23][C:24]([C:27]([CH3:30])([CH3:29])[CH3:28])=[N:25][CH:26]=2)=[O:20])[CH2:15][CH:16]([CH3:18])[CH3:17])[CH2:11][C@@H:10]([C:37](O)=[O:38])[CH2:9]1)=[O:7])([CH3:4])([CH3:3])[CH3:2].[NH:40]1[CH2:45][CH2:44][O:43][CH2:42][CH2:41]1.C(N(C(C)C)CC)(C)C.CN([P+](ON1N=NC2C=CC=CC1=2)(N(C)C)N(C)C)C.F[P-](F)(F)(F)(F)F.